From a dataset of Forward reaction prediction with 1.9M reactions from USPTO patents (1976-2016). Predict the product of the given reaction. (1) Given the reactants C(C(CC(CC)CO)CO)C.[OH-].[K+].[H][H].[K+].[K+].[CH2:18]([CH:20]([CH2:24][CH:25]([CH2:29][CH3:30])[C:26]([O-:28])=[O:27])[C:21]([O-:23])=[O:22])[CH3:19].S(=O)(=O)(O)O, predict the reaction product. The product is: [CH2:18]([CH:20]([CH2:24][CH:25]([CH2:29][CH3:30])[C:26]([OH:28])=[O:27])[C:21]([OH:23])=[O:22])[CH3:19]. (2) The product is: [CH3:24][O:25][C:20]1[CH:19]=[C:18]([C:7]2[CH:2]=[CH:3][C:4]([N+:8]([O-:10])=[O:9])=[CH:5][CH:6]=2)[CH:17]=[CH:16][C:15]=1[CH:13]=[O:14]. Given the reactants Br[C:2]1[CH:7]=[CH:6][CH:5]=[C:4]([N+:8]([O-:10])=[O:9])[C:3]=1OC.[CH:13]([C:15]1[CH:16]=[C:17](B(O)O)[CH:18]=[CH:19][CH:20]=1)=[O:14].[C:24](=O)([O-])[O-:25].[Na+].[Na+], predict the reaction product. (3) Given the reactants [CH2:1]([O:5][C:6]1[CH:7]=[C:8](/[CH:13]=[C:14](\[CH2:20][CH3:21])/[C:15]([O:17][CH2:18][CH3:19])=[O:16])[CH:9]=[CH:10][C:11]=1I)[CH2:2][CH2:3][CH3:4].[CH2:22]([NH:29][C:30](=[O:48])[N:31]([CH3:47])[C:32]1[CH:37]=[CH:36][CH:35]=[C:34](B2OC(C)(C)C(C)(C)O2)[CH:33]=1)[CH2:23][CH2:24][CH2:25][CH2:26][CH2:27][CH3:28].P([O-])([O-])([O-])=O.[K+].[K+].[K+].[Cl-].[NH4+], predict the reaction product. The product is: [CH2:1]([O:5][C:6]1[CH:7]=[C:8](/[CH:13]=[C:14](\[CH2:20][CH3:21])/[C:15]([O:17][CH2:18][CH3:19])=[O:16])[CH:9]=[CH:10][C:11]=1[C:36]1[CH:35]=[CH:34][CH:33]=[C:32]([N:31]([CH3:47])[C:30]([NH:29][CH2:22][CH2:23][CH2:24][CH2:25][CH2:26][CH2:27][CH3:28])=[O:48])[CH:37]=1)[CH2:2][CH2:3][CH3:4].